Dataset: Full USPTO retrosynthesis dataset with 1.9M reactions from patents (1976-2016). Task: Predict the reactants needed to synthesize the given product. (1) Given the product [CH2:1]([C:3]1[N:4]=[C:5]2[C:10]([C:11]([F:14])([F:13])[F:12])=[CH:9][CH:8]=[N:7][N:6]2[C:15]=1[C:16]1[CH:21]=[CH:20][CH:19]=[C:18]([O:22][C:24]2[CH:29]=[CH:28][CH:27]=[C:26]([S:30]([CH3:33])(=[O:32])=[O:31])[CH:25]=2)[CH:17]=1)[CH3:2], predict the reactants needed to synthesize it. The reactants are: [CH2:1]([C:3]1[N:4]=[C:5]2[C:10]([C:11]([F:14])([F:13])[F:12])=[CH:9][CH:8]=[N:7][N:6]2[C:15]=1[C:16]1[CH:17]=[C:18]([OH:22])[CH:19]=[CH:20][CH:21]=1)[CH3:2].Br[C:24]1[CH:29]=[CH:28][CH:27]=[C:26]([S:30]([CH3:33])(=[O:32])=[O:31])[CH:25]=1.C(=O)([O-])[O-].[Cs+].[Cs+].Cl.CN(C)CC(O)=O. (2) The reactants are: [Cl:1][C:2]1[N:3]=[C:4]([C:9]([NH:11][C@H:12]2[CH2:17][CH2:16][N:15]([C:18]3[S:19][C:20]4[C:26]([C:27]([O:29]CC)=[O:28])=[CH:25][CH:24]=[CH:23][C:21]=4[N:22]=3)[CH2:14][C@H:13]2[O:32][CH3:33])=[O:10])[NH:5][C:6]=1[CH2:7][CH3:8].[OH-].[Li+]. Given the product [Cl:1][C:2]1[N:3]=[C:4]([C:9]([NH:11][C@H:12]2[CH2:17][CH2:16][N:15]([C:18]3[S:19][C:20]4[C:26]([C:27]([OH:29])=[O:28])=[CH:25][CH:24]=[CH:23][C:21]=4[N:22]=3)[CH2:14][C@H:13]2[O:32][CH3:33])=[O:10])[NH:5][C:6]=1[CH2:7][CH3:8], predict the reactants needed to synthesize it. (3) Given the product [Br:13][C:14]1[CH:19]=[CH:18][CH:17]=[CH:16][C:15]=1[O:9][CH:7]1[CH2:8][N:2]([CH3:1])[CH2:3][CH2:4][C:5]2[S:12][CH:11]=[CH:10][C:6]1=2, predict the reactants needed to synthesize it. The reactants are: [CH3:1][N:2]1[CH2:8][CH:7]([OH:9])[C:6]2[CH:10]=[CH:11][S:12][C:5]=2[CH2:4][CH2:3]1.[Br:13][C:14]1[CH:19]=[CH:18][CH:17]=[CH:16][C:15]=1F. (4) Given the product [Cl:28][C:19]1[CH:20]=[C:21]([CH:26]=[CH:27][C:18]=1[NH:17][C:1]([O:2][C:3]1[CH:8]=[CH:7][C:6]([N+:9]([O-:11])=[O:10])=[CH:5][CH:4]=1)=[O:12])[C:22]([O:24][CH3:25])=[O:23], predict the reactants needed to synthesize it. The reactants are: [C:1](Cl)(=[O:12])[O:2][C:3]1[CH:8]=[CH:7][C:6]([N+:9]([O-:11])=[O:10])=[CH:5][CH:4]=1.ClCCl.[NH2:17][C:18]1[CH:27]=[CH:26][C:21]([C:22]([O:24][CH3:25])=[O:23])=[CH:20][C:19]=1[Cl:28].N1C=CC=CC=1. (5) Given the product [C:20]([O:19][C:17]([N:5]1[CH:6]([CH2:9][CH2:10][C:11]2[CH:12]=[CH:13][CH:14]=[CH:15][CH:16]=2)[CH2:7][O:8][CH:3]([C:2]([OH:26])=[O:1])[CH2:4]1)=[O:18])([CH3:23])([CH3:22])[CH3:21], predict the reactants needed to synthesize it. The reactants are: [OH:1][CH2:2][CH:3]1[O:8][CH2:7][CH:6]([CH2:9][CH2:10][C:11]2[CH:16]=[CH:15][CH:14]=[CH:13][CH:12]=2)[N:5]([C:17]([O:19][C:20]([CH3:23])([CH3:22])[CH3:21])=[O:18])[CH2:4]1.CC(C)=[O:26].OS(O)(=O)=O.O=[Cr](=O)=O. (6) Given the product [Cl:1][C:2]1[C:10]([O:11][CH2:12][CH2:13][CH2:14][N:42]([CH2:43][CH2:44][OH:45])[CH2:40][CH3:41])=[CH:9][C:8]([C:16]2[N:17]([C:32]([O:34][C:35]([CH3:36])([CH3:37])[CH3:38])=[O:33])[C:18]3[C:23]([CH:24]=2)=[CH:22][C:21]([CH2:25][N:26]2[CH2:27][CH2:28][CH2:29][CH2:30][CH2:31]2)=[CH:20][CH:19]=3)=[C:7]2[C:3]=1[CH2:4][NH:5][C:6]2=[O:39], predict the reactants needed to synthesize it. The reactants are: [Cl:1][C:2]1[C:10]([O:11][CH2:12][CH2:13][CH2:14]Cl)=[CH:9][C:8]([C:16]2[N:17]([C:32]([O:34][C:35]([CH3:38])([CH3:37])[CH3:36])=[O:33])[C:18]3[C:23]([CH:24]=2)=[CH:22][C:21]([CH2:25][N:26]2[CH2:31][CH2:30][CH2:29][CH2:28][CH2:27]2)=[CH:20][CH:19]=3)=[C:7]2[C:3]=1[CH2:4][NH:5][C:6]2=[O:39].[CH2:40]([NH:42][CH2:43][CH2:44][OH:45])[CH3:41].O.